Dataset: Forward reaction prediction with 1.9M reactions from USPTO patents (1976-2016). Task: Predict the product of the given reaction. (1) The product is: [F:1][C:2]1[CH:7]=[CH:6][C:5]([C:12]2[O:16][C:15]([C:17]([OH:19])=[O:18])=[CH:14][CH:13]=2)=[CH:4][CH:3]=1. Given the reactants [F:1][C:2]1[CH:7]=[CH:6][C:5](B(O)O)=[CH:4][CH:3]=1.Br[C:12]1[O:16][C:15]([C:17]([OH:19])=[O:18])=[CH:14][CH:13]=1, predict the reaction product. (2) Given the reactants F[C:2]1[C:7]([C:8]2[N:16]=[CH:15][N:14]=[C:13]3[C:9]=2[N:10]=[CH:11][N:12]3C2CCCCO2)=[CH:6][CH:5]=[CH:4][N:3]=1.[NH2:23][C:24]1[C:25]([F:37])=[C:26]([NH:31][S:32]([CH2:35][Cl:36])(=[O:34])=[O:33])[CH:27]=[CH:28][C:29]=1[F:30], predict the reaction product. The product is: [N:16]1[C:8]([C:7]2[C:2]([NH:23][C:24]3[C:25]([F:37])=[C:26]([NH:31][S:32]([CH2:35][Cl:36])(=[O:33])=[O:34])[CH:27]=[CH:28][C:29]=3[F:30])=[N:3][CH:4]=[CH:5][CH:6]=2)=[C:9]2[C:13]([NH:12][CH:11]=[N:10]2)=[N:14][CH:15]=1. (3) Given the reactants [CH3:1][C:2]1[CH:3]=[C:4]([C:17]2[CH:22]=[CH:21][CH:20]=[CH:19][CH:18]=2)[CH:5]=[C:6]([CH3:16])[C:7]=1[C:8]1[C:9](=[O:15])[CH2:10][CH2:11][C:12]=1[O:13][CH3:14].C[Si]([N-][Si](C)(C)C)(C)C.[Li+].[O:33]1[CH2:37][CH2:36][CH:35]([CH:38]=[O:39])[CH2:34]1, predict the reaction product. The product is: [CH3:16][C:6]1[CH:5]=[C:4]([C:17]2[CH:18]=[CH:19][CH:20]=[CH:21][CH:22]=2)[CH:3]=[C:2]([CH3:1])[C:7]=1[C:8]1[C:9](=[O:15])[CH:10]([CH:38]([OH:39])[CH:35]2[CH2:36][CH2:37][O:33][CH2:34]2)[CH2:11][C:12]=1[O:13][CH3:14]. (4) Given the reactants [Li]C(C)(C)C.I[CH2:7][C:8]([CH3:19])([CH3:18])[CH2:9][O:10][CH2:11][C:12]1[CH:17]=[CH:16][CH:15]=[CH:14][CH:13]=1.[O:20]1[C:24]2([CH2:29][CH2:28][C:27](=[O:30])[CH2:26][CH2:25]2)[O:23][CH2:22][CH2:21]1, predict the reaction product. The product is: [CH2:11]([O:10][CH2:9][C:8]([CH3:19])([CH3:18])[CH2:7][C:27]1([OH:30])[CH2:28][CH2:29][C:24]2([O:23][CH2:22][CH2:21][O:20]2)[CH2:25][CH2:26]1)[C:12]1[CH:17]=[CH:16][CH:15]=[CH:14][CH:13]=1. (5) Given the reactants [CH2:1]([O:3][C:4]([CH:6]1[CH2:11][CH2:10][CH:9]([NH:12][CH2:13][CH2:14][CH2:15][NH:16]C(OC(C)(C)C)=O)[CH2:8][CH2:7]1)=[O:5])[CH3:2].Cl, predict the reaction product. The product is: [CH2:1]([O:3][C:4]([CH:6]1[CH2:11][CH2:10][CH:9]([NH:12][CH2:13][CH2:14][CH2:15][NH2:16])[CH2:8][CH2:7]1)=[O:5])[CH3:2]. (6) Given the reactants [CH3:1][O:2][C:3](=[O:13])[C@@H:4]([CH2:6][C:7]1[CH:12]=[CH:11][CH:10]=[CH:9][CH:8]=1)[NH2:5].[C:14]([O-])(O)=[O:15].[Na+].ClC(Cl)(OC(=O)OC(Cl)(Cl)Cl)Cl.[Al+3].[Cl-].[Cl-].[Cl-], predict the reaction product. The product is: [CH3:1][O:2][C:3]([C@H:4]1[CH2:6][C:7]2[C:12](=[CH:11][CH:10]=[CH:9][CH:8]=2)[C:14](=[O:15])[NH:5]1)=[O:13]. (7) Given the reactants [CH:1]1([NH:4][CH:5]2[C:14]3[N:13]=[CH:12][CH:11]=[CH:10][C:9]=3[CH2:8][CH2:7][CH2:6]2)[CH2:3][CH2:2]1.C(O)(=O)C.[CH3:19][N:20]1[CH2:25][CH2:24][N:23]([C:26]2[C:34]3[N:33]=[C:32]([CH:35]=O)[NH:31][C:30]=3[CH:29]=[CH:28][CH:27]=2)[CH2:22][CH2:21]1.C(O[BH-](OC(=O)C)OC(=O)C)(=O)C.[Na+].C([O-])(O)=O.[Na+], predict the reaction product. The product is: [CH:1]1([N:4]([CH2:35][C:32]2[NH:31][C:30]3[CH:29]=[CH:28][CH:27]=[C:26]([N:23]4[CH2:22][CH2:21][N:20]([CH3:19])[CH2:25][CH2:24]4)[C:34]=3[N:33]=2)[CH:5]2[C:14]3[N:13]=[CH:12][CH:11]=[CH:10][C:9]=3[CH2:8][CH2:7][CH2:6]2)[CH2:2][CH2:3]1. (8) The product is: [CH3:10][P:11]([CH3:13])([C:5]1[CH:6]=[CH:7][C:2]([F:1])=[CH:3][CH:4]=1)=[O:12]. Given the reactants [F:1][C:2]1[CH:7]=[CH:6][C:5]([Mg]Br)=[CH:4][CH:3]=1.[CH3:10][P:11](Cl)([CH3:13])=[O:12], predict the reaction product. (9) Given the reactants [C:1]([O:4][C@H:5]1[C@@H:26]([O:27][C:28](=[O:30])[CH3:29])[C@H:25]([O:31][C:32](=[O:34])[CH3:33])[C@@H:24]([CH2:35][O:36][C:37](=[O:39])[CH3:38])[O:23][C@@H:6]1[O:7][C:8]1[CH:13]=[CH:12][C:11](B2OC(C)(C)C(C)(C)O2)=[CH:10][CH:9]=1)(=[O:3])[CH3:2].Br[C:41]1[CH:42]=[N:43][C:44]([C:47]([O:49][CH3:50])=[O:48])=[N:45][CH:46]=1.C(Cl)Cl.[O-]P([O-])([O-])=O.[K+].[K+].[K+], predict the reaction product. The product is: [C:1]([O:4][C@H:5]1[C@@H:26]([O:27][C:28](=[O:30])[CH3:29])[C@H:25]([O:31][C:32](=[O:34])[CH3:33])[C@@H:24]([CH2:35][O:36][C:37](=[O:39])[CH3:38])[O:23][C@@H:6]1[O:7][C:8]1[CH:13]=[CH:12][C:11]([C:41]2[CH:42]=[N:43][C:44]([C:47]([O:49][CH3:50])=[O:48])=[N:45][CH:46]=2)=[CH:10][CH:9]=1)(=[O:3])[CH3:2]. (10) Given the reactants CCN(C(C)C)C(C)C.[Cl:10][C:11]1[C:19]([F:20])=[CH:18][C:14]([C:15]([OH:17])=O)=[C:13]([F:21])[CH:12]=1.C1C=CC2N(O)N=NC=2C=1.CCN=C=NCCCN(C)C.Cl.[O:44]=[C:45]([N:62]1[CH2:67][CH2:66][NH:65][CH2:64][CH2:63]1)[CH2:46][NH:47][C:48]([C:50]1[CH:55]=[CH:54][C:53]([C:56]2[CH:61]=[CH:60][CH:59]=[CH:58][CH:57]=2)=[CH:52][CH:51]=1)=[O:49], predict the reaction product. The product is: [Cl:10][C:11]1[C:19]([F:20])=[CH:18][C:14]([C:15]([N:65]2[CH2:64][CH2:63][N:62]([C:45](=[O:44])[CH2:46][NH:47][C:48]([C:50]3[CH:55]=[CH:54][C:53]([C:56]4[CH:61]=[CH:60][CH:59]=[CH:58][CH:57]=4)=[CH:52][CH:51]=3)=[O:49])[CH2:67][CH2:66]2)=[O:17])=[C:13]([F:21])[CH:12]=1.